This data is from Forward reaction prediction with 1.9M reactions from USPTO patents (1976-2016). The task is: Predict the product of the given reaction. (1) Given the reactants [Cl:1][C:2]1[CH:19]=[CH:18][C:5]([CH2:6][N:7]2[C:15]3[C:10](=[CH:11][C:12]([CH:16]=O)=[CH:13][CH:14]=3)[CH:9]=[N:8]2)=[C:4]([C:20]([F:23])([F:22])[F:21])[CH:3]=1.[O:24]=[C:25]1[N:29]([C@H:30]2[C@H:35]([OH:36])[CH2:34][CH2:33][N:32](C(OC(C)(C)C)=O)[CH2:31]2)[C:28](=[O:44])[CH2:27][S:26]1, predict the reaction product. The product is: [Cl:1][C:2]1[CH:19]=[CH:18][C:5]([CH2:6][N:7]2[C:15]3[C:10](=[CH:11][C:12](/[CH:16]=[C:27]4/[C:28](=[O:44])[N:29]([C@H:30]5[C@H:35]([OH:36])[CH2:34][CH2:33][NH:32][CH2:31]5)[C:25](=[O:24])[S:26]/4)=[CH:13][CH:14]=3)[CH:9]=[N:8]2)=[C:4]([C:20]([F:21])([F:23])[F:22])[CH:3]=1. (2) Given the reactants [N:1]1[C:5]2[CH:6]=[CH:7][N:8]=[CH:9][C:4]=2[NH:3][CH:2]=1.CC(C)([O-])C.[K+].F[C:17]1[C:26]2[C:21](=[CH:22][CH:23]=[CH:24][CH:25]=2)[C:20]([N+:27]([O-:29])=[O:28])=[CH:19][CH:18]=1, predict the reaction product. The product is: [N+:27]([C:20]1[C:21]2[C:26](=[CH:25][CH:24]=[CH:23][CH:22]=2)[C:17]([N:1]2[C:5]3[CH:6]=[CH:7][N:8]=[CH:9][C:4]=3[N:3]=[CH:2]2)=[CH:18][CH:19]=1)([O-:29])=[O:28]. (3) Given the reactants [CH:1]([C:4]1[S:5][CH:6]=[C:7]([C:9]([N:11]2[CH2:16][C:15]3([CH2:21][CH2:20][N:19]([CH2:22][CH2:23][C:24]4[CH:25]=[C:26]([CH:35]=[CH:36][CH:37]=4)[CH2:27][CH2:28][O:29][CH2:30][CH2:31][C:32](O)=[O:33])[CH2:18][CH2:17]3)[O:14][CH2:13][CH2:12]2)=[O:10])[N:8]=1)([CH3:3])[CH3:2].CCN(C(C)C)C(C)C.[CH3:47][O:48][CH:49]([O:56][CH3:57])[CH2:50][NH:51][CH2:52][CH2:53][CH2:54][CH3:55].CN(C(ON1N=NC2C=CC=NC1=2)=[N+](C)C)C.F[P-](F)(F)(F)(F)F, predict the reaction product. The product is: [CH2:52]([N:51]([CH2:50][CH:49]([O:48][CH3:47])[O:56][CH3:57])[C:32](=[O:33])[CH2:31][CH2:30][O:29][CH2:28][CH2:27][C:26]1[CH:35]=[CH:36][CH:37]=[C:24]([CH2:23][CH2:22][N:19]2[CH2:20][CH2:21][C:15]3([O:14][CH2:13][CH2:12][N:11]([C:9]([C:7]4[N:8]=[C:4]([CH:1]([CH3:2])[CH3:3])[S:5][CH:6]=4)=[O:10])[CH2:16]3)[CH2:17][CH2:18]2)[CH:25]=1)[CH2:53][CH2:54][CH3:55]. (4) Given the reactants [I:1][C:2]1[CH:3]=[N:4][C:5]2[C:10]([CH:11]=1)=[N:9][CH:8]=[CH:7][CH:6]=2.ClC1C=C(C=CC=1)C(OO)=[O:17].C(=O)([O-])[O-].[Na+].[Na+], predict the reaction product. The product is: [I:1][C:2]1[CH:11]=[C:10]2[C:5]([CH:6]=[CH:7][CH:8]=[N+:9]2[O-:17])=[N:4][CH:3]=1. (5) Given the reactants [CH2:1]([O:3][C:4]([CH:6]1[CH2:11][CH2:10][N:9]([C:12]2[CH:17]=[CH:16][C:15]([C:18]([O:20]CC=C)=[O:19])=[CH:14][CH:13]=2)[CH2:8][CH2:7]1)=[O:5])[CH3:2], predict the reaction product. The product is: [CH2:1]([O:3][C:4]([CH:6]1[CH2:7][CH2:8][N:9]([C:12]2[CH:13]=[CH:14][C:15]([C:18]([OH:20])=[O:19])=[CH:16][CH:17]=2)[CH2:10][CH2:11]1)=[O:5])[CH3:2]. (6) Given the reactants [CH3:1][O:2][C:3](=[O:60])[NH:4][CH:5]([C:9]([N:11]1[CH2:15][CH2:14][CH2:13][CH:12]1[C:16]1[NH:17][C:18]([C:21]2[CH:30]=[CH:29][C:28]3[C:23](=[CH:24][CH:25]=[C:26]([C:31]4[CH:32]=[C:33]5[C:57](=[CH:58][CH:59]=4)[C:37]4[NH:38][C:39]([CH:41]6[CH2:45][CH2:44][CH2:43][N:42]6[C:46](=[O:56])[CH:47]([NH:51][C:52]([O:54][CH3:55])=[O:53])[CH:48]([CH3:50])[CH3:49])=[N:40][C:36]=4[CH2:35][CH2:34]5)[CH:27]=3)[CH:22]=2)=[CH:19][N:20]=1)=[O:10])[CH:6]([CH3:8])[CH3:7], predict the reaction product. The product is: [CH3:55][O:54][C:52]([NH:51][C@@H:47]([CH:48]([CH3:50])[CH3:49])[C:46]([N:42]1[CH2:43][CH2:44][CH2:45][C@H:41]1[C:39]1[NH:38][C:37]2[C:57]3[C:33]([CH:34]=[CH:35][C:36]=2[N:40]=1)=[CH:32][C:31]([C:26]1[CH:27]=[C:28]2[C:23](=[CH:24][CH:25]=1)[CH:22]=[C:21]([C:18]1[NH:17][C:16]([C@@H:12]4[CH2:13][CH2:14][CH2:15][N:11]4[C:9](=[O:10])[C@@H:5]([NH:4][C:3](=[O:60])[O:2][CH3:1])[CH:6]([CH3:8])[CH3:7])=[N:20][CH:19]=1)[CH:30]=[CH:29]2)=[CH:59][CH:58]=3)=[O:56])=[O:53]. (7) Given the reactants [C:1]([C:5]1[N:10]=[C:9]([O:11][CH3:12])[C:8]([CH2:13][OH:14])=[CH:7][N:6]=1)([CH3:4])([CH3:3])[CH3:2].CCN(C(C)C)C(C)C.[CH3:24][S:25](Cl)(=[O:27])=[O:26], predict the reaction product. The product is: [CH3:24][S:25]([O:14][CH2:13][C:8]1[C:9]([O:11][CH3:12])=[N:10][C:5]([C:1]([CH3:4])([CH3:2])[CH3:3])=[N:6][CH:7]=1)(=[O:27])=[O:26]. (8) Given the reactants [NH:1]1[C:9]2[C:4](=[C:5]([NH:10][C:11]3[N:23]=[CH:22][C:21]([CH:24]4[CH2:26][CH2:25]4)=[CH:20][C:12]=3[C:13]([O:15][C:16]([CH3:19])([CH3:18])[CH3:17])=[O:14])[CH:6]=[CH:7][CH:8]=2)[CH:3]=[CH:2]1.CC(C)([O-])C.[K+].Br[CH2:34][CH:35]1[CH2:39][CH2:38][O:37][CH2:36]1.O, predict the reaction product. The product is: [CH:24]1([C:21]2[CH:22]=[N:23][C:11]([NH:10][C:5]3[CH:6]=[CH:7][CH:8]=[C:9]4[C:4]=3[CH:3]=[CH:2][N:1]4[CH2:34][CH:35]3[CH2:39][CH2:38][O:37][CH2:36]3)=[C:12]([CH:20]=2)[C:13]([O:15][C:16]([CH3:18])([CH3:19])[CH3:17])=[O:14])[CH2:26][CH2:25]1.